From a dataset of Forward reaction prediction with 1.9M reactions from USPTO patents (1976-2016). Predict the product of the given reaction. Given the reactants [NH2:1][C:2]1[CH:3]=[CH:4][C:5]([N+:12]([O-:14])=[O:13])=[C:6]([NH:8]C(=O)C)[CH:7]=1.Cl[C:16]1[CH:17]=[CH:18][C:19]([N+]([O-])=O)=[C:20]([CH:22]=1)N.[N-]=[N+]=[N-].[Na+].[C:30](Cl)([CH3:32])=O.[CH3:34][C:35](O)=O, predict the reaction product. The product is: [N+:12]([C:5]1[CH:4]=[CH:3][C:2]([N:1]2[CH:32]=[CH:30][C:35]([C:16]3[CH:17]=[CH:18][CH:19]=[CH:20][CH:22]=3)=[CH:34]2)=[CH:7][C:6]=1[NH2:8])([O-:14])=[O:13].